Dataset: CYP2C9 inhibition data for predicting drug metabolism from PubChem BioAssay. Task: Regression/Classification. Given a drug SMILES string, predict its absorption, distribution, metabolism, or excretion properties. Task type varies by dataset: regression for continuous measurements (e.g., permeability, clearance, half-life) or binary classification for categorical outcomes (e.g., BBB penetration, CYP inhibition). Dataset: cyp2c9_veith. (1) The compound is O=c1/c(=C\c2ccc(O)cc2)sc2n1C(c1ccccc1)C(c1ccccc1)=NN=2. The result is 1 (inhibitor). (2) The molecule is CCN1CC=C2C(C#N)=C(N)C(C#N)(C#N)[C@H](c3ccoc3)[C@H]2C1. The result is 0 (non-inhibitor). (3) The drug is NC(=O)c1ccc(C(=O)Nc2ccc([As](=O)(O)O)cc2)cc1. The result is 0 (non-inhibitor). (4) The molecule is COc1ccccc1C(=O)N/C(=C/c1ccccc1)C(=O)NC(CCSC)C(=O)O. The result is 0 (non-inhibitor). (5) The drug is CNNCc1ccc(C(=O)NC(C)C)cc1. The result is 0 (non-inhibitor). (6) The molecule is CN(C(=O)Cc1ccccc1)[C@H](CN1CCCC1)c1ccccc1. The result is 0 (non-inhibitor). (7) The drug is CCOC(=O)CC1C(=O)NCCN1S(=O)(=O)c1ccc(Cl)c(Cl)c1. The result is 0 (non-inhibitor). (8) The compound is COc1cccc(-c2cc(NCc3ccccc3OC)ncn2)c1. The result is 0 (non-inhibitor). (9) The result is 1 (inhibitor). The compound is COc1ccccc1N1CCN(C(=O)C(NS(=O)(=O)c2cccs2)c2ccccc2)CC1. (10) The drug is CCOC(=O)CSc1n[nH]c(-c2cccnc2)n1. The result is 0 (non-inhibitor).